This data is from Forward reaction prediction with 1.9M reactions from USPTO patents (1976-2016). The task is: Predict the product of the given reaction. (1) Given the reactants Cl[C:2]1[N:7]=[C:6]([NH2:8])[C:5]([N+:9]([O-:11])=[O:10])=[CH:4][CH:3]=1.[NH:12]1[CH2:17][CH2:16][CH2:15][C@@H:14]([C:18]([O:20][CH2:21][CH3:22])=[O:19])[CH2:13]1.C(N(CC)CC)C, predict the reaction product. The product is: [NH2:8][C:6]1[N:7]=[C:2]([N:12]2[CH2:17][CH2:16][CH2:15][C@@H:14]([C:18]([O:20][CH2:21][CH3:22])=[O:19])[CH2:13]2)[CH:3]=[CH:4][C:5]=1[N+:9]([O-:11])=[O:10]. (2) Given the reactants [C:1]([C:4]1[N:5]=[CH:6][C:7]([N:25]2[CH2:30][CH2:29][CH2:28][C@@H:27]([NH:31]C(=O)OC(C)(C)C)[CH2:26]2)=[N:8][C:9]=1[NH:10][C:11]1[CH:16]=[CH:15][C:14]([C:17]([N:19]2[CH2:24][CH2:23][O:22][CH2:21][CH2:20]2)=[O:18])=[CH:13][CH:12]=1)(=[O:3])[NH2:2].[ClH:39], predict the reaction product. The product is: [ClH:39].[NH2:31][C@@H:27]1[CH2:28][CH2:29][CH2:30][N:25]([C:7]2[N:8]=[C:9]([NH:10][C:11]3[CH:12]=[CH:13][C:14]([C:17]([N:19]4[CH2:24][CH2:23][O:22][CH2:21][CH2:20]4)=[O:18])=[CH:15][CH:16]=3)[C:4]([C:1]([NH2:2])=[O:3])=[N:5][CH:6]=2)[CH2:26]1. (3) Given the reactants [C:1](=[O:4])([O-:3])N.CCCC[N+:9]([CH2:18][CH2:19][CH2:20][CH3:21])(CCCC)CCCC.[F-].[CH2:23]1COCC1, predict the reaction product. The product is: [NH2:9][C:18]1([C:1]([OH:3])=[O:4])[CH2:19][CH:20]1[CH2:21][CH3:23]. (4) Given the reactants [CH3:1][C:2]1[C:11]2[C:6](=[CH:7][CH:8]=[CH:9][CH:10]=2)[C:5]([S:12](Cl)(=[O:14])=[O:13])=[CH:4][CH:3]=1.[CH:16]1([NH2:22])[CH2:21][CH2:20][CH2:19][CH2:18][CH2:17]1.C(N(CC)CC)C, predict the reaction product. The product is: [CH:16]1([NH:22][S:12]([C:5]2[C:6]3[C:11](=[CH:10][CH:9]=[CH:8][CH:7]=3)[C:2]([CH3:1])=[CH:3][CH:4]=2)(=[O:14])=[O:13])[CH2:21][CH2:20][CH2:19][CH2:18][CH2:17]1.